Dataset: Full USPTO retrosynthesis dataset with 1.9M reactions from patents (1976-2016). Task: Predict the reactants needed to synthesize the given product. (1) Given the product [CH2:19]1[C:27]2[C:22](=[CH:23][C:24]([S:28]([CH2:2][C:3]3[CH:8]=[CH:7][C:6]([C:9]([OH:18])([C:14]([F:17])([F:16])[F:15])[C:10]([F:13])([F:12])[F:11])=[CH:5][CH:4]=3)(=[O:30])=[O:29])=[CH:25][CH:26]=2)[CH2:21][CH2:20]1, predict the reactants needed to synthesize it. The reactants are: Br[CH2:2][C:3]1[CH:8]=[CH:7][C:6]([C:9]([OH:18])([C:14]([F:17])([F:16])[F:15])[C:10]([F:13])([F:12])[F:11])=[CH:5][CH:4]=1.[CH2:19]1[C:27]2[C:22](=[CH:23][C:24]([S:28]([O-:30])=[O:29])=[CH:25][CH:26]=2)[CH2:21][CH2:20]1.[Na+].O. (2) Given the product [Br:1][C:2]1[N:10]([CH2:18][C:17]2[CH:20]=[CH:21][CH:22]=[CH:23][C:16]=2[C:14]#[N:15])[C:9]2[C:8](=[O:11])[NH:7][C:6](=[O:12])[N:5]([CH3:13])[C:4]=2[N:3]=1, predict the reactants needed to synthesize it. The reactants are: [Br:1][C:2]1[NH:10][C:9]2[C:8](=[O:11])[NH:7][C:6](=[O:12])[N:5]([CH3:13])[C:4]=2[N:3]=1.[C:14]([C:16]1[CH:23]=[CH:22][CH:21]=[CH:20][C:17]=1[CH2:18]Br)#[N:15].C(N(C(C)C)CC)(C)C. (3) Given the product [F:1][C:2]([F:12])([F:13])[C:3]1[CH:11]=[CH:10][C:6]([C:7]([O:9][CH2:14][C:15]([CH3:19])([CH3:18])[CH3:16])=[O:8])=[CH:5][CH:4]=1, predict the reactants needed to synthesize it. The reactants are: [F:1][C:2]([F:13])([F:12])[C:3]1[CH:11]=[CH:10][C:6]([C:7]([OH:9])=[O:8])=[CH:5][CH:4]=1.[CH3:14][C:15]([CH3:19])([CH3:18])[CH2:16]O.S(=O)(=O)(O)O.C(=O)([O-])[O-].[Na+].[Na+]. (4) Given the product [Cl:1][C:2]1[C:7]([C:8]2[CH:13]=[CH:12][CH:11]=[CH:10][CH:9]=2)=[N:6][N:5]=[C:4]2[N:14]([CH2:19][C:20]([N:22]3[CH2:26][CH2:25][CH2:24][CH2:23]3)=[O:21])[N:15]=[C:16]([CH3:17])[C:3]=12, predict the reactants needed to synthesize it. The reactants are: [Cl:1][C:2]1[C:7]([C:8]2[CH:13]=[CH:12][CH:11]=[CH:10][CH:9]=2)=[N:6][N:5]=[C:4]2[NH:14][N:15]=[C:16]([CH3:17])[C:3]=12.O[CH2:19][C:20]([N:22]1[CH2:26][CH2:25][CH2:24][CH2:23]1)=[O:21]. (5) Given the product [OH:24][C@@H:22]([C:11]1[N:10]([C@H:7]2[CH2:8][CH2:9][C@H:4]([NH:3][CH2:28][CH2:27][C:26]#[N:25])[CH2:5][CH2:6]2)[C:14]2=[C:15]3[S:21][CH:20]=[CH:19][C:16]3=[N:17][CH:18]=[C:13]2[N:12]=1)[CH3:23], predict the reactants needed to synthesize it. The reactants are: Cl.Cl.[NH2:3][CH:4]1[CH2:9][CH2:8][CH:7]([N:10]2[C:14]3=[C:15]4[S:21][CH:20]=[CH:19][C:16]4=[N:17][CH:18]=[C:13]3[N:12]=[C:11]2[C@H:22]([OH:24])[CH3:23])[CH2:6][CH2:5]1.[N:25]12[CH2:28][CH2:27][CH2:26][N:25]=C1CC[CH2:28][CH2:27][CH2:26]2.C(#N)C=C.C(O)(C(F)(F)F)=O. (6) Given the product [O:31]1[C:2]2([CH2:7][CH2:6][CH2:5][CH:4]([C:8]([O:10][CH3:11])=[O:9])[CH2:3]2)[O:1][CH2:29][CH2:30]1, predict the reactants needed to synthesize it. The reactants are: [O:1]=[C:2]1[CH2:7][CH2:6][CH2:5][CH:4]([C:8]([O:10][CH3:11])=[O:9])[CH2:3]1.C1(C)C=CC(S([O-])(=O)=O)=CC=1.[NH+]1C=CC=CC=1.[CH2:29](O)[CH2:30][OH:31].C(N(CC)CC)C.